The task is: Predict the reaction yield, written as a fraction of the theoretical maximum amount of product (1.0 means a 100% yield; for example, 0.34 means a 34% yield).. This data is from Reaction yield outcomes from USPTO patents with 853,638 reactions. (1) The product is [Cl:25][C:26]1[C:27](=[O:28])[N:9]([CH2:10][CH2:11][O:12][CH2:13][CH2:14][CH3:15])[C:4]2[CH:3]=[C:2]([Cl:1])[N:7]=[CH:6][C:5]=2[N:8]=1. The reactants are [Cl:1][C:2]1[N:7]=[CH:6][C:5]([NH2:8])=[C:4]([NH:9][CH2:10][CH2:11][O:12][CH2:13][CH2:14][CH3:15])[CH:3]=1.C(N(C(C)C)CC)(C)C.[Cl:25][C:26](=O)[C:27](OC)=[O:28].C(Cl)(=O)C(Cl)=O. The yield is 0.660. The catalyst is ClCCl.CN(C=O)C.C(OCC)(=O)C.CCCCCC. (2) The reactants are [F:1][C:2]1[CH:3]=[CH:4][C:5]2[O:9][C:8]([C:10]([O:12][CH3:13])=[O:11])=[C:7]([CH3:14])[C:6]=2[CH:15]=1.[Br:16]N1C(=O)CCC1=O.N(C(C)(C)C#N)=NC(C)(C)C#N. The catalyst is C(#N)C. The product is [Br:16][CH2:14][C:7]1[C:6]2[CH:15]=[C:2]([F:1])[CH:3]=[CH:4][C:5]=2[O:9][C:8]=1[C:10]([O:12][CH3:13])=[O:11]. The yield is 0.710. (3) The reactants are [O:1]1[CH2:6][CH2:5][N:4]([C:7]2[CH:8]=[C:9]3[C:15]([C:16]([O:18][CH3:19])=[O:17])=[N:14][N:13](COCC[Si](C)(C)C)[C:10]3=[N:11][CH:12]=2)[CH2:3][CH2:2]1.Cl. No catalyst specified. The product is [O:1]1[CH2:2][CH2:3][N:4]([C:7]2[CH:8]=[C:9]3[C:15]([C:16]([O:18][CH3:19])=[O:17])=[N:14][NH:13][C:10]3=[N:11][CH:12]=2)[CH2:5][CH2:6]1. The yield is 0.270. (4) The reactants are CCOCC.[CH3:6][O:7][C:8]1[CH:9]=[C:10]([C:16](=[O:18])[CH3:17])[CH:11]=[CH:12][C:13]=1[O:14][CH3:15].[Br:19]Br. The catalyst is C(Cl)(Cl)Cl. The product is [Br:19][CH2:17][C:16]([C:10]1[CH:11]=[CH:12][C:13]([O:14][CH3:15])=[C:8]([O:7][CH3:6])[CH:9]=1)=[O:18]. The yield is 0.710. (5) The reactants are [O:1]1[C:5]2[CH:6]=[CH:7][C:8]([CH2:10][C:11]#[N:12])=[CH:9][C:4]=2[O:3]C1.B(Br)(Br)Br.O. The catalyst is C(Cl)Cl. The product is [OH:3][C:4]1[CH:9]=[C:8]([CH2:10][C:11]#[N:12])[CH:7]=[CH:6][C:5]=1[OH:1]. The yield is 0.540. (6) The reactants are [C:1]([C:5]1[CH:20]=[C:8]2[N:9]=[C:10]([CH3:19])[C:11]([CH2:14][C:15]([O:17][CH3:18])=[O:16])=[C:12](O)[N:7]2[N:6]=1)([CH3:4])([CH3:3])[CH3:2].P(Cl)(Cl)([Cl:23])=O.CN(C)C1C=CC=CC=1. No catalyst specified. The product is [C:1]([C:5]1[CH:20]=[C:8]2[N:9]=[C:10]([CH3:19])[C:11]([CH2:14][C:15]([O:17][CH3:18])=[O:16])=[C:12]([Cl:23])[N:7]2[N:6]=1)([CH3:4])([CH3:3])[CH3:2]. The yield is 0.680.